Dataset: Peptide-MHC class I binding affinity with 185,985 pairs from IEDB/IMGT. Task: Regression. Given a peptide amino acid sequence and an MHC pseudo amino acid sequence, predict their binding affinity value. This is MHC class I binding data. (1) The peptide sequence is RQSSGSSSSGF. The MHC is HLA-B35:01 with pseudo-sequence HLA-B35:01. The binding affinity (normalized) is 0.0847. (2) The peptide sequence is QMISSIDRFF. The MHC is HLA-A29:02 with pseudo-sequence HLA-A29:02. The binding affinity (normalized) is 0.304. (3) The peptide sequence is FEKAKIEVL. The MHC is HLA-B48:01 with pseudo-sequence HLA-B48:01. The binding affinity (normalized) is 0.0847. (4) The peptide sequence is WLSVIAFGK. The MHC is HLA-B40:01 with pseudo-sequence HLA-B40:01. The binding affinity (normalized) is 0.0847. (5) The peptide sequence is LRTMSYKAIDM. The MHC is Mamu-B08 with pseudo-sequence Mamu-B08. The binding affinity (normalized) is 0.0356. (6) The peptide sequence is TLNEYKQLYT. The MHC is HLA-A02:01 with pseudo-sequence HLA-A02:01. The binding affinity (normalized) is 0.136.